From a dataset of Reaction yield outcomes from USPTO patents with 853,638 reactions. Predict the reaction yield, written as a fraction of the theoretical maximum amount of product (1.0 means a 100% yield; for example, 0.34 means a 34% yield). (1) The reactants are [CH3:1][O:2][C:3]1[C:8]([CH:9]=[N:10][OH:11])=[C:7]([O:12][CH3:13])[N:6]=[CH:5][N:4]=1.[CH3:14][CH2:15][C:16]#[N:17]. No catalyst specified. The product is [CH3:1][O:2][C:3]1[C:8]([C:9]2[N:17]=[C:16]([CH2:15][CH3:14])[O:11][N:10]=2)=[C:7]([O:12][CH3:13])[N:6]=[CH:5][N:4]=1. The yield is 0.310. (2) The reactants are Br[C:2]1[CH:7]=[CH:6][CH:5]=[C:4]([CH:8](OC)[O:9]C)[C:3]=1[CH3:13].C([Li])CCC.C[O:20][B:21](OC)[O:22]C. The catalyst is CC(C)=O.Cl. The product is [CH:8]([CH:4]1[CH:5]=[CH:6][CH:7]=[CH:2][C:3]1([B:21]([OH:22])[OH:20])[CH3:13])=[O:9]. The yield is 0.380. (3) The reactants are [O:1]([C:8]1[CH:13]=[CH:12][C:11]([C:14]2[C:18]3[C:19]([NH2:23])=[N:20][CH:21]=[CH:22][C:17]=3[S:16][CH:15]=2)=[CH:10][CH:9]=1)[C:2]1[CH:7]=[CH:6][CH:5]=[CH:4][CH:3]=1.C1C(=O)N([I:31])C(=O)C1.O. The catalyst is CN(C=O)C. The product is [I:31][C:22]1[C:17]2[S:16][CH:15]=[C:14]([C:11]3[CH:10]=[CH:9][C:8]([O:1][C:2]4[CH:3]=[CH:4][CH:5]=[CH:6][CH:7]=4)=[CH:13][CH:12]=3)[C:18]=2[C:19]([NH2:23])=[N:20][CH:21]=1. The yield is 0.700. (4) The reactants are [F:1][C:2]1[CH:3]=[CH:4][C:5]2[O:10][CH2:9][C:8](=[O:11])[NH:7][C:6]=2[CH:12]=1.[Br:13]Br. The catalyst is ClCCl. The product is [Br:13][C:3]1[C:2]([F:1])=[CH:12][C:6]2[NH:7][C:8](=[O:11])[CH2:9][O:10][C:5]=2[CH:4]=1. The yield is 0.995. (5) The reactants are [O:1]1[CH:5]=[CH:4][CH:3]=[C:2]1[CH:6]=O.[N+:8]([CH3:11])([O-:10])=[O:9].[OH-].[Na+].Cl. The catalyst is CO.O. The product is [N+:8]([CH:11]=[CH:6][C:2]1[O:1][CH:5]=[CH:4][CH:3]=1)([O-:10])=[O:9]. The yield is 0.630. (6) The reactants are [NH2:1][C:2]1[C:3]([NH:14][CH2:15][CH2:16][CH2:17][Cl:18])=[C:4]([CH:9]=[CH:10][C:11]=1[O:12][CH3:13])[C:5]([O:7][CH3:8])=[O:6].[N:19]([C:22]1[C:23]([CH3:31])=[N:24][C:25]([O:29][CH3:30])=[N:26][C:27]=1[CH3:28])=[C:20]=S.Cl.C(N=C=NCCCN(C)C)C.C(N(CC)CC)C. The catalyst is O1CCCC1.O. The product is [Cl:18][CH2:17][CH2:16][CH2:15][N:14]1[C:3]2[C:4]([C:5]([O:7][CH3:8])=[O:6])=[CH:9][CH:10]=[C:11]([O:12][CH3:13])[C:2]=2[N:1]=[C:20]1[NH:19][C:22]1[C:27]([CH3:28])=[N:26][C:25]([O:29][CH3:30])=[N:24][C:23]=1[CH3:31]. The yield is 0.660. (7) The reactants are [F:1][C:2]1[CH:10]=[CH:9][CH:8]=[C:7]([F:11])[C:3]=1[C:4]([OH:6])=O.[CH3:12][C:13]1[N:14]=[C:15]([NH2:24])[S:16][C:17]=1[CH2:18][CH2:19][O:20][N+:21]([O-:23])=[O:22]. No catalyst specified. The product is [F:11][C:7]1[CH:8]=[CH:9][CH:10]=[C:2]([F:1])[C:3]=1[C:4]([NH:24][C:15]1[S:16][C:17]([CH2:18][CH2:19][O:20][N+:21]([O-:23])=[O:22])=[C:13]([CH3:12])[N:14]=1)=[O:6]. The yield is 0.720.